This data is from Full USPTO retrosynthesis dataset with 1.9M reactions from patents (1976-2016). The task is: Predict the reactants needed to synthesize the given product. (1) Given the product [Cl:12][C:6]1[C:5]([CH2:4][NH2:1])=[CH:10][C:9]([F:11])=[CH:8][N:7]=1, predict the reactants needed to synthesize it. The reactants are: [N:1]([CH2:4][C:5]1[C:6]([Cl:12])=[N:7][CH:8]=[C:9]([F:11])[CH:10]=1)=[N+]=[N-]. (2) Given the product [C:28]([O:27][C:26](=[O:32])[NH:25][C:23]1[N:22]([CH3:21])[C:3](=[O:20])[C:4]([CH3:18])([CH3:19])[C@:5]([C:7]2[CH:12]=[C:11]([N+:13]([O-:15])=[O:14])[CH:10]=[CH:9][C:8]=2[F:16])([CH3:6])[N:17]=1)([CH3:31])([CH3:30])[CH3:29], predict the reactants needed to synthesize it. The reactants are: CO[C:3](=[O:20])[C:4]([CH3:19])([CH3:18])[C@:5]([NH2:17])([C:7]1[CH:12]=[C:11]([N+:13]([O-:15])=[O:14])[CH:10]=[CH:9][C:8]=1[F:16])[CH3:6].[CH3:21][NH:22][C:23]([NH:25][C:26](=[O:32])[O:27][C:28]([CH3:31])([CH3:30])[CH3:29])=S. (3) Given the product [NH2:23][C:10]1[CH2:9][N:8]([CH2:1][C:2]2[CH:7]=[CH:6][CH:5]=[CH:4][CH:3]=2)[CH2:13][CH2:12][C:11]=1[C:14]([O:16][CH3:17])=[O:15], predict the reactants needed to synthesize it. The reactants are: [CH2:1]([N:8]1[CH2:13][CH2:12][CH:11]([C:14]([O:16][CH3:17])=[O:15])[C:10](=O)[CH2:9]1)[C:2]1[CH:7]=[CH:6][CH:5]=[CH:4][CH:3]=1.C([O-])(=O)C.[NH4+:23]. (4) Given the product [N:15]1([C:2]2[CH:3]=[N:4][CH:5]=[C:6]3[C:11]=2[N:10]=[C:9]([C:12]([NH2:14])=[O:13])[CH:8]=[CH:7]3)[CH2:20][CH2:19][CH2:18][CH2:17][CH2:16]1, predict the reactants needed to synthesize it. The reactants are: Br[C:2]1[CH:3]=[N:4][CH:5]=[C:6]2[C:11]=1[N:10]=[C:9]([C:12]([NH2:14])=[O:13])[CH:8]=[CH:7]2.[NH:15]1[CH2:20][CH2:19][CH2:18][CH2:17][CH2:16]1.C(=O)([O-])[O-].[K+].[K+]. (5) Given the product [N:19]1([C:2]2[N:3]=[C:4]([N:13]3[CH2:18][CH2:17][O:16][CH2:15][CH2:14]3)[C:5]3[N:11]=[C:10]([CH3:12])[CH:9]=[CH:8][C:6]=3[N:7]=2)[CH:23]=[CH:22][N:21]=[CH:20]1, predict the reactants needed to synthesize it. The reactants are: Cl[C:2]1[N:3]=[C:4]([N:13]2[CH2:18][CH2:17][O:16][CH2:15][CH2:14]2)[C:5]2[N:11]=[C:10]([CH3:12])[CH:9]=[CH:8][C:6]=2[N:7]=1.[NH:19]1[CH:23]=[CH:22][N:21]=[CH:20]1.C(=O)([O-])[O-].[K+].[K+]. (6) Given the product [Cl:21][C:10]1[N:11]=[N:12][C:13]([C:14]([F:17])([F:16])[F:15])=[C:8]([C:5]2[CH:6]=[CH:7][C:2]([F:1])=[CH:3][CH:4]=2)[CH:9]=1, predict the reactants needed to synthesize it. The reactants are: [F:1][C:2]1[CH:7]=[CH:6][C:5]([C:8]2[C:13]([C:14]([F:17])([F:16])[F:15])=[N:12][NH:11][C:10](=O)[CH:9]=2)=[CH:4][CH:3]=1.P(Cl)(Cl)([Cl:21])=O.C(=O)([O-])O.[Na+].ClCCl.